From a dataset of Catalyst prediction with 721,799 reactions and 888 catalyst types from USPTO. Predict which catalyst facilitates the given reaction. (1) Reactant: [N+:1]([C:4]1[CH:9]=[CH:8][C:7]([C:10]#[C:11][C:12]2[CH:17]=[CH:16][N:15]=[CH:14][CH:13]=2)=[C:6]([C:18]([F:21])([F:20])[F:19])[CH:5]=1)([O-])=O.[H][H]. Product: [N:15]1[CH:16]=[CH:17][C:12]([CH2:11][CH2:10][C:7]2[CH:8]=[CH:9][C:4]([NH2:1])=[CH:5][C:6]=2[C:18]([F:19])([F:20])[F:21])=[CH:13][CH:14]=1. The catalyst class is: 178. (2) Reactant: [CH3:1][O:2][C:3]1[CH:10]=[CH:9][C:6]([CH2:7]Cl)=[CH:5][CH:4]=1.[N-:11]=[N+:12]=[N-:13].[Na+]. Product: [N:11]([CH2:7][C:6]1[CH:9]=[CH:10][C:3]([O:2][CH3:1])=[CH:4][CH:5]=1)=[N+:12]=[N-:13]. The catalyst class is: 35. (3) Reactant: [F:1][C:2]1[CH:3]=[C:4]([CH:6]=[CH:7][C:8]=1[N:9]1[CH2:14][CH2:13][O:12][CH2:11][CH2:10]1)[NH2:5].C(Cl)Cl.C(N(CC)C(C)C)(C)C.[CH2:27]([O:29][C:30](Cl)=[O:31])[CH3:28]. Product: [CH2:27]([O:29][C:30]([NH:5][C:4]1[CH:6]=[CH:7][C:8]([N:9]2[CH2:14][CH2:13][O:12][CH2:11][CH2:10]2)=[C:2]([F:1])[CH:3]=1)=[O:31])[CH3:28]. The catalyst class is: 6. (4) Reactant: [CH2:1]([O:3][CH2:4][C:5]1[N:6]([N:18]=[C:19]([CH2:22][CH3:23])[CH2:20][CH3:21])[C:7]2[C:16]3[CH:15]=[CH:14][CH:13]=[CH:12][C:11]=3[N:10]=[CH:9][C:8]=2[N:17]=1)[CH3:2].[BH4-].[Na+].C(Cl)(Cl)Cl. Product: [CH2:1]([O:3][CH2:4][C:5]1[N:6]([NH:18][CH:19]([CH2:20][CH3:21])[CH2:22][CH3:23])[C:7]2[C:16]3[CH:15]=[CH:14][CH:13]=[CH:12][C:11]=3[N:10]=[CH:9][C:8]=2[N:17]=1)[CH3:2]. The catalyst class is: 5. (5) Reactant: [OH-].[K+].[OH:3][C:4]1[CH:9]=[CH:8][C:7](B(O)O)=[CH:6][CH:5]=1.[O:13]1[CH2:16][C:15](=[CH:17][C:18]([O:20][CH2:21][CH3:22])=[O:19])[CH2:14]1. Product: [OH:3][C:4]1[CH:9]=[CH:8][C:7]([C:15]2([CH2:17][C:18]([O:20][CH2:21][CH3:22])=[O:19])[CH2:16][O:13][CH2:14]2)=[CH:6][CH:5]=1. The catalyst class is: 12.